Dataset: Full USPTO retrosynthesis dataset with 1.9M reactions from patents (1976-2016). Task: Predict the reactants needed to synthesize the given product. (1) Given the product [CH3:27][O:26][C:24]1[N:23]=[C:22]([NH:28][C:29]2[CH:34]=[CH:33][C:32]([N:35]3[CH:39]=[C:38]([CH3:40])[N:37]=[CH:36]3)=[C:31]([O:41][CH3:42])[CH:30]=2)[N:21]=[C:20]([N:2]2[CH2:7][CH2:6][CH:5]([CH2:8][C:9]([OH:11])=[O:10])[CH2:4][CH2:3]2)[N:25]=1, predict the reactants needed to synthesize it. The reactants are: Cl.[NH:2]1[CH2:7][CH2:6][CH:5]([CH2:8][C:9]([OH:11])=[O:10])[CH2:4][CH2:3]1.C(N(CC)CC)C.Cl[C:20]1[N:25]=[C:24]([O:26][CH3:27])[N:23]=[C:22]([NH:28][C:29]2[CH:34]=[CH:33][C:32]([N:35]3[CH:39]=[C:38]([CH3:40])[N:37]=[CH:36]3)=[C:31]([O:41][CH3:42])[CH:30]=2)[N:21]=1. (2) Given the product [C:35]([O:1][CH2:2][CH:3]1[O:7][N:6]=[C:5]([C:8]2[CH:9]=[CH:10][C:11]([C:14]3[CH:19]=[CH:18][C:17]([N:20]4[CH2:24][C@H:23]([CH2:25][N:26]5[CH:30]=[CH:29][N:28]=[N:27]5)[O:22][C:21]4=[O:31])=[CH:16][C:15]=3[F:32])=[CH:12][N:13]=2)[CH2:4]1)(=[O:36])[C:34]([CH3:39])([CH3:38])[CH3:33], predict the reactants needed to synthesize it. The reactants are: [OH:1][CH2:2][CH:3]1[O:7][N:6]=[C:5]([C:8]2[N:13]=[CH:12][C:11]([C:14]3[CH:19]=[CH:18][C:17]([N:20]4[CH2:24][C@H:23]([CH2:25][N:26]5[CH:30]=[CH:29][N:28]=[N:27]5)[O:22][C:21]4=[O:31])=[CH:16][C:15]=3[F:32])=[CH:10][CH:9]=2)[CH2:4]1.[CH3:33][C:34]([CH3:39])([CH3:38])[C:35](O)=[O:36].CCN=C=NCCCN(C)C.Cl.N1C=CC=CC=1. (3) Given the product [CH3:23][O:22][C:18](=[O:21])[C:19]([CH:8]([OH:9])[C:5]1[CH:6]=[N:7][C:2]([CH3:1])=[CH:3][CH:4]=1)=[CH2:20], predict the reactants needed to synthesize it. The reactants are: [CH3:1][C:2]1[N:7]=[CH:6][C:5]([CH:8]=[O:9])=[CH:4][CH:3]=1.C1N2CCN(CC2)C1.[C:18]([O:22][CH3:23])(=[O:21])[CH:19]=[CH2:20].O1CCOCC1. (4) The reactants are: Br(O)(=O)=O.[O:5]1[CH2:10][CH2:9][N:8]([C:11]([NH2:13])=[NH:12])[CH2:7][CH2:6]1.[CH3:14][O:15][C:16]1[CH:17]=[C:18]([CH:28]=[CH:29][CH:30]=1)[C:19]([CH:21]1[CH2:26][CH:25]=C[O:23][C:22]1=O)=O.CC(C)([O-:34])C.[Na+]. Given the product [OH:34][CH2:25][CH2:26][C:21]1[C:22]([OH:23])=[N:12][C:11]([N:8]2[CH2:9][CH2:10][O:5][CH2:6][CH2:7]2)=[N:13][C:19]=1[C:18]1[CH:28]=[CH:29][CH:30]=[C:16]([O:15][CH3:14])[CH:17]=1, predict the reactants needed to synthesize it.